This data is from Full USPTO retrosynthesis dataset with 1.9M reactions from patents (1976-2016). The task is: Predict the reactants needed to synthesize the given product. (1) Given the product [CH3:24][CH:19]1[CH2:20][CH2:21][CH2:22][CH2:23][N:18]1[C:17]1[CH:16]=[CH:15][C:9]([C:10]([OH:12])=[O:11])=[CH:8][C:7]=1[NH:6][S:2]([CH3:1])(=[O:4])=[O:3], predict the reactants needed to synthesize it. The reactants are: [CH3:1][S:2](Cl)(=[O:4])=[O:3].[NH2:6][C:7]1[CH:8]=[C:9]([CH:15]=[CH:16][C:17]=1[N:18]1[CH2:23][CH2:22][CH2:21][CH2:20][CH:19]1[CH3:24])[C:10]([O:12]CC)=[O:11].[OH-].[Li+].O. (2) Given the product [F:1][C:2]1[C:7]([F:8])=[CH:6][CH:5]=[CH:4][C:3]=1[C:9]1[N:31]=[C:12]2[CH:13]=[N:14][N:15]([CH2:17][C:18]3[O:22][N:21]=[C:20]([C:23]4[CH:30]=[CH:29][C:26]([C:27]5[NH:34][N:33]=[N:32][N:28]=5)=[CH:25][CH:24]=4)[CH:19]=3)[CH:16]=[C:11]2[N:10]=1, predict the reactants needed to synthesize it. The reactants are: [F:1][C:2]1[C:7]([F:8])=[CH:6][CH:5]=[CH:4][C:3]=1[C:9]1[N:31]=[C:12]2[CH:13]=[N:14][N:15]([CH2:17][C:18]3[O:22][N:21]=[C:20]([C:23]4[CH:30]=[CH:29][C:26]([C:27]#[N:28])=[CH:25][CH:24]=4)[CH:19]=3)[CH:16]=[C:11]2[N:10]=1.[N-:32]=[N+:33]=[N-:34].[Na+].[Cl-].[NH4+].